From a dataset of Full USPTO retrosynthesis dataset with 1.9M reactions from patents (1976-2016). Predict the reactants needed to synthesize the given product. (1) Given the product [OH:14][CH2:13][CH2:12][CH2:11][S:10][C:2]1[CH:9]=[CH:8][C:5]([C:6]#[N:7])=[CH:4][CH:3]=1, predict the reactants needed to synthesize it. The reactants are: F[C:2]1[CH:9]=[CH:8][C:5]([C:6]#[N:7])=[CH:4][CH:3]=1.[SH:10][CH2:11][CH2:12][CH2:13][OH:14]. (2) Given the product [C:1]([C:3]1[C@@H:8]([C:9]2[CH:14]=[CH:13][C:12]([C:15]#[N:16])=[CH:11][C:10]=2[S:17]([CH3:20])(=[O:19])=[O:18])[N:7]([C:21]([NH:46][N:45]([CH2:50][CH2:51][OH:52])[CH2:47][CH2:48][OH:49])=[O:22])[C:6](=[O:33])[N:5]([C:34]2[CH:39]=[CH:38][CH:37]=[C:36]([C:40]([F:43])([F:41])[F:42])[CH:35]=2)[C:4]=1[CH3:44])#[N:2], predict the reactants needed to synthesize it. The reactants are: [C:1]([C:3]1[C@@H:8]([C:9]2[CH:14]=[CH:13][C:12]([C:15]#[N:16])=[CH:11][C:10]=2[S:17]([CH3:20])(=[O:19])=[O:18])[N:7]([C:21](OC2C=CC([N+]([O-])=O)=CC=2)=[O:22])[C:6](=[O:33])[N:5]([C:34]2[CH:39]=[CH:38][CH:37]=[C:36]([C:40]([F:43])([F:42])[F:41])[CH:35]=2)[C:4]=1[CH3:44])#[N:2].[N:45]([CH2:50][CH2:51][OH:52])([CH2:47][CH2:48][OH:49])[NH2:46]. (3) Given the product [N+:13]([C:4]1[CH:5]=[C:6]([C:7]([O:9][CH2:10][CH3:11])=[O:8])[CH:12]=[C:2]([C:16]2[CH:21]=[CH:20][CH:19]=[CH:18][CH:17]=2)[CH:3]=1)([O-:15])=[O:14], predict the reactants needed to synthesize it. The reactants are: Br[C:2]1[CH:3]=[C:4]([N+:13]([O-:15])=[O:14])[CH:5]=[C:6]([CH:12]=1)[C:7]([O:9][CH2:10][CH3:11])=[O:8].[C:16]1(B(O)O)[CH:21]=[CH:20][CH:19]=[CH:18][CH:17]=1.C(=O)([O-])[O-].[Na+].[Na+].O1CCOCC1.O.